This data is from Full USPTO retrosynthesis dataset with 1.9M reactions from patents (1976-2016). The task is: Predict the reactants needed to synthesize the given product. Given the product [ClH:21].[NH2:19][CH2:18][CH2:17][C:9]([NH:8][C:6]([O:5][C:1]([CH3:4])([CH3:3])[CH3:2])=[O:7])([CH3:20])[C:10]([O:12][C:13]([CH3:15])([CH3:16])[CH3:14])=[O:11], predict the reactants needed to synthesize it. The reactants are: [C:1]([O:5][C:6]([NH:8][C:9]([CH3:20])([CH2:17][C:18]#[N:19])[C:10]([O:12][C:13]([CH3:16])([CH3:15])[CH3:14])=[O:11])=[O:7])([CH3:4])([CH3:3])[CH3:2].[ClH:21].[H][H].